From a dataset of Reaction yield outcomes from USPTO patents with 853,638 reactions. Predict the reaction yield, written as a fraction of the theoretical maximum amount of product (1.0 means a 100% yield; for example, 0.34 means a 34% yield). The reactants are [NH2:1][C:2]1[CH:3]=[C:4]([C:8]2[CH:13]=[CH:12][CH:11]=[C:10]([NH:14][N:15]=[C:16]3[C:20](=[O:21])[N:19]([C:22]4[CH:27]=[CH:26][C:25]([CH3:28])=[C:24]([CH3:29])[CH:23]=4)[N:18]=[C:17]3[CH3:30])[C:9]=2[OH:31])[CH:5]=[CH:6][CH:7]=1.C([NH:39][C:40](=[N:43]C(OC(C)(C)C)=O)SC)(OC(C)(C)C)=O.FC(F)(F)C(O)=O. The catalyst is C(Cl)Cl. The product is [CH3:29][C:24]1[CH:23]=[C:22]([N:19]2[C:20](=[O:21])[C:16](=[N:15][NH:14][C:10]3[C:9]([OH:31])=[C:8]([C:4]4[CH:5]=[CH:6][CH:7]=[C:2]([NH:1][C:40]([NH2:43])=[NH:39])[CH:3]=4)[CH:13]=[CH:12][CH:11]=3)[C:17]([CH3:30])=[N:18]2)[CH:27]=[CH:26][C:25]=1[CH3:28]. The yield is 0.580.